From a dataset of Catalyst prediction with 721,799 reactions and 888 catalyst types from USPTO. Predict which catalyst facilitates the given reaction. (1) Reactant: [H-].[Na+].[OH:3][CH2:4][C:5]1[C:6](=[O:11])[NH:7][CH:8]=[CH:9][CH:10]=1.[C:12]([C:14]1[CH:22]=[CH:21][C:17]([C:18](Cl)=[O:19])=[CH:16][CH:15]=1)#[N:13]. Product: [C:12]([C:14]1[CH:22]=[CH:21][C:17]([C:18]([O:3][CH2:4][C:5]2[C:6](=[O:11])[NH:7][CH:8]=[CH:9][CH:10]=2)=[O:19])=[CH:16][CH:15]=1)#[N:13]. The catalyst class is: 1. (2) Reactant: Cl[C:2]1[C:11]2[C:6](=[CH:7][C:8]3[CH:15]=[C:14]([O:16][CH3:17])[C:13]([O:18][CH3:19])=[CH:12][C:9]=3[CH:10]=2)[N:5]=[CH:4][C:3]=1[C:20]#[N:21].[Cl:22][C:23]1[CH:24]=[C:25]([CH:27]=[CH:28][C:29]=1[F:30])[NH2:26].Cl.N1C=CC=CC=1. The catalyst class is: 486. Product: [Cl:22][C:23]1[CH:24]=[C:25]([CH:27]=[CH:28][C:29]=1[F:30])[NH:26][C:2]1[C:11]2[C:6](=[CH:7][C:8]3[CH:15]=[C:14]([O:16][CH3:17])[C:13]([O:18][CH3:19])=[CH:12][C:9]=3[CH:10]=2)[N:5]=[CH:4][C:3]=1[C:20]#[N:21]. (3) Reactant: [NH:1]1[CH:8]=[CH:7][C:5](=[O:6])[NH:4][C:2]1=[O:3].C(=O)([O-])[O-].[K+].[K+].[Br:15][C:16]1[CH:24]=[CH:23][C:19]([CH2:20]CBr)=[CH:18][CH:17]=1. Product: [Br:15][C:16]1[CH:24]=[CH:23][C:19]([CH2:20][N:1]2[CH:8]=[CH:7][C:5](=[O:6])[NH:4][C:2]2=[O:3])=[CH:18][CH:17]=1. The catalyst class is: 3. (4) Reactant: [Cl:1][C:2]1[CH:3]=[C:4]([CH2:9][CH2:10][C:11](O)=[O:12])[CH:5]=[CH:6][C:7]=1[Cl:8].[H-].[H-].[H-].[H-].[Li+].[Al+3]. Product: [Cl:1][C:2]1[CH:3]=[C:4]([CH2:9][CH2:10][CH2:11][OH:12])[CH:5]=[CH:6][C:7]=1[Cl:8]. The catalyst class is: 1. (5) Reactant: Br[C:2]1[CH:3]=[C:4]([C@H:8]([NH:23][CH3:24])[CH2:9][N:10]2[CH2:14][CH2:13][C@H:12]([O:15][Si:16]([C:19]([CH3:22])([CH3:21])[CH3:20])([CH3:18])[CH3:17])[CH2:11]2)[CH:5]=[CH:6][CH:7]=1.[CH3:25][N:26](C)C=O. Product: [Si:16]([O:15][C@H:12]1[CH2:13][CH2:14][N:10]([CH2:9][C@H:8]([C:4]2[CH:3]=[C:2]([CH:7]=[CH:6][CH:5]=2)[C:25]#[N:26])[NH:23][CH3:24])[CH2:11]1)([C:19]([CH3:22])([CH3:21])[CH3:20])([CH3:18])[CH3:17]. The catalyst class is: 380. (6) Reactant: C(OC(=O)[NH:7][CH:8]1[CH2:13][CH2:12][CH2:11][C:10]([F:22])([CH2:14][C:15]2[CH:20]=[CH:19][CH:18]=[CH:17][C:16]=2[F:21])[CH2:9]1)(C)(C)C.Cl. Product: [F:22][C:10]1([CH2:14][C:15]2[CH:20]=[CH:19][CH:18]=[CH:17][C:16]=2[F:21])[CH2:11][CH2:12][CH2:13][CH:8]([NH2:7])[CH2:9]1. The catalyst class is: 12.